Dataset: Reaction yield outcomes from USPTO patents with 853,638 reactions. Task: Predict the reaction yield, written as a fraction of the theoretical maximum amount of product (1.0 means a 100% yield; for example, 0.34 means a 34% yield). (1) The reactants are Cl.[Cl:2][C:3]1[CH:8]=[CH:7][C:6]([NH:9][NH2:10])=[CH:5][CH:4]=1.[CH2:11](Br)[C:12]#[CH:13].C1(C)C=CC=CC=1. The catalyst is [Cl-].C([N+](CCCC)(CCCC)CCCC)CCC.[OH-].[Na+].O. The product is [Cl:2][C:3]1[CH:8]=[CH:7][C:6]([N:9]([CH2:13][C:12]#[CH:11])[NH2:10])=[CH:5][CH:4]=1. The yield is 0.480. (2) The reactants are [NH2:1][CH:2]1[CH2:7][CH2:6][N:5]([CH2:8][CH2:9][N:10]2[C:18]3[C:13](=[CH:14][CH:15]=[C:16]([O:19][CH3:20])[CH:17]=3)[CH:12]=[C:11]2[C:21]([O:23][CH3:24])=[O:22])[CH2:4][CH2:3]1.[O:25]1[C:34]2[CH:33]=[C:32]([CH:35]=O)[N:31]=[CH:30][C:29]=2[O:28][CH2:27][CH2:26]1.C(O[BH-](OC(=O)C)OC(=O)C)(=O)C.[Na+]. The catalyst is C(Cl)(Cl)Cl.CO. The product is [O:25]1[C:34]2[CH:33]=[C:32]([CH2:35][NH:1][CH:2]3[CH2:3][CH2:4][N:5]([CH2:8][CH2:9][N:10]4[C:18]5[C:13](=[CH:14][CH:15]=[C:16]([O:19][CH3:20])[CH:17]=5)[CH:12]=[C:11]4[C:21]([O:23][CH3:24])=[O:22])[CH2:6][CH2:7]3)[N:31]=[CH:30][C:29]=2[O:28][CH2:27][CH2:26]1. The yield is 0.820. (3) The reactants are [Cl:1][C:2]1[CH:3]=[C:4]2[C:9](=[CH:10][CH:11]=1)[NH:8][CH:7]([C:12]1[CH:13]=[C:14]([NH2:18])[CH:15]=[CH:16][CH:17]=1)[CH2:6][C:5]2([CH3:20])[CH3:19].[F:21][C:22]1[CH:27]=[CH:26][CH:25]=[CH:24][C:23]=1[S:28](Cl)(=[O:30])=[O:29]. The catalyst is N1C=CC=CC=1. The product is [Cl:1][C:2]1[CH:3]=[C:4]2[C:9](=[CH:10][CH:11]=1)[NH:8][CH:7]([C:12]1[CH:13]=[C:14]([NH:18][S:28]([C:23]3[CH:24]=[CH:25][CH:26]=[CH:27][C:22]=3[F:21])(=[O:30])=[O:29])[CH:15]=[CH:16][CH:17]=1)[CH2:6][C:5]2([CH3:20])[CH3:19]. The yield is 0.440. (4) The reactants are [CH3:1][O:2][C:3](=[O:12])[CH2:4][NH:5][C:6]1[CH:11]=[CH:10][CH:9]=[CH:8][CH:7]=1.[C:13](=O)([O-])[O-].[K+].[K+].IC. The catalyst is C(#N)C. The product is [CH3:1][O:2][C:3](=[O:12])[CH2:4][N:5]([CH3:13])[C:6]1[CH:11]=[CH:10][CH:9]=[CH:8][CH:7]=1. The yield is 0.770. (5) The reactants are Br[C:2]1[N:6]2[N:7]=[C:8]([Cl:11])[CH:9]=[CH:10][C:5]2=[N:4][CH:3]=1.[CH3:12][O:13][C:14]1[C:19](B(O)O)=[CH:18][CH:17]=[CH:16][N:15]=1.C(=O)([O-])[O-].[Cs+].[Cs+].ClCCl. The catalyst is O.O1CCOCC1. The product is [Cl:11][C:8]1[CH:9]=[CH:10][C:5]2[N:6]([C:2]([C:19]3[C:14]([O:13][CH3:12])=[N:15][CH:16]=[CH:17][CH:18]=3)=[CH:3][N:4]=2)[N:7]=1. The yield is 0.620. (6) The reactants are [F:1][C:2]1([F:46])[CH2:7][CH2:6][CH:5]([C:8]2[C:17]3[CH:16]([OH:18])[CH2:15][C:14]([CH3:20])([CH3:19])[CH2:13][C:12]=3[N:11]=[C:10]([CH:21]3[CH2:26][CH2:25][N:24]([C:27]4[N:32]=[CH:31][C:30]([OH:33])=[CH:29][N:28]=4)[CH2:23][CH2:22]3)[C:9]=2[CH:34]([F:45])[C:35]2[CH:40]=[CH:39][C:38]([C:41]([F:44])([F:43])[F:42])=[CH:37][CH:36]=2)[CH2:4][CH2:3]1.C(=O)([O-])[O-].[Cs+].[Cs+].I[CH2:54][CH:55]([CH3:57])[CH3:56].O. The catalyst is O1CCCC1. The product is [F:46][C:2]1([F:1])[CH2:3][CH2:4][CH:5]([C:8]2[C:17]3[CH:16]([OH:18])[CH2:15][C:14]([CH3:19])([CH3:20])[CH2:13][C:12]=3[N:11]=[C:10]([CH:21]3[CH2:22][CH2:23][N:24]([C:27]4[N:32]=[CH:31][C:30]([O:33][CH2:54][CH:55]([CH3:57])[CH3:56])=[CH:29][N:28]=4)[CH2:25][CH2:26]3)[C:9]=2[CH:34]([F:45])[C:35]2[CH:36]=[CH:37][C:38]([C:41]([F:43])([F:42])[F:44])=[CH:39][CH:40]=2)[CH2:6][CH2:7]1. The yield is 0.680. (7) The reactants are [OH:1][C:2]1[CH:7]=[CH:6][C:5]([NH:8][CH:9]=[C:10]2[C:18]3[C:13](=[CH:14][CH:15]=[CH:16][CH:17]=3)[NH:12][C:11]2=[O:19])=[CH:4][CH:3]=1.C(=O)([O-])[O-].[K+].[K+].Br[CH2:27][CH2:28][CH2:29][CH2:30][Cl:31]. The catalyst is CN(C=O)C. The product is [Cl:31][CH2:30][CH2:29][CH2:28][CH2:27][O:1][C:2]1[CH:7]=[CH:6][C:5]([NH:8][CH:9]=[C:10]2[C:18]3[C:13](=[CH:14][CH:15]=[CH:16][CH:17]=3)[NH:12][C:11]2=[O:19])=[CH:4][CH:3]=1. The yield is 0.470. (8) The reactants are [CH3:1][O:2][C:3]([C:5]1([C:8]2[CH:13]=[CH:12][C:11]([O:14][CH3:15])=[C:10]([CH2:16]Cl)[CH:9]=2)[CH2:7][CH2:6]1)=[O:4].C([O-])([O-])=[O:19].[Na+].[Na+].Cl. The catalyst is O.[N+](CCCC)(CCCC)(CCCC)CCCC.[Br-]. The product is [CH3:1][O:2][C:3]([C:5]1([C:8]2[CH:13]=[CH:12][C:11]([O:14][CH3:15])=[C:10]([CH2:16][OH:19])[CH:9]=2)[CH2:7][CH2:6]1)=[O:4]. The yield is 0.390.